Predict the reaction yield, written as a fraction of the theoretical maximum amount of product (1.0 means a 100% yield; for example, 0.34 means a 34% yield). From a dataset of Reaction yield outcomes from USPTO patents with 853,638 reactions. (1) The reactants are Cl.[CH2:2]([O:4][C:5](=[O:20])[C:6]1[CH:11]=[CH:10][C:9]([O:12][CH2:13][CH2:14][CH2:15][NH2:16])=[C:8]([N+:17]([O-:19])=[O:18])[CH:7]=1)[CH3:3].[Cl:21][C:22]1[CH:30]=[CH:29][C:25]([C:26](Cl)=[O:27])=[CH:24][CH:23]=1.C(N(C(C)C)CC)(C)C. The catalyst is ClCCl. The product is [CH2:2]([O:4][C:5](=[O:20])[C:6]1[CH:11]=[CH:10][C:9]([O:12][CH2:13][CH2:14][CH2:15][NH:16][C:26](=[O:27])[C:25]2[CH:29]=[CH:30][C:22]([Cl:21])=[CH:23][CH:24]=2)=[C:8]([N+:17]([O-:19])=[O:18])[CH:7]=1)[CH3:3]. The yield is 0.770. (2) The reactants are Cl[CH2:2][CH:3]=[C:4]([CH3:21])[CH2:5][CH2:6][CH:7]=[C:8]([CH3:20])[CH2:9][CH2:10][CH:11]=[C:12]([CH3:19])[CH2:13][CH2:14][CH:15]=[C:16]([CH3:18])[CH3:17].[OH:22][CH2:23][CH:24]([CH2:26][OH:27])[OH:25]. No catalyst specified. The product is [CH3:21][C:4]([CH2:5][CH2:6][CH:7]=[C:8]([CH3:20])[CH2:9][CH2:10][CH:11]=[C:12]([CH3:19])[CH2:13][CH2:14][CH:15]=[C:16]([CH3:18])[CH3:17])=[CH:3][CH2:2][O:22][CH2:23][CH:24]([CH2:26][OH:27])[OH:25]. The yield is 0.170. (3) The reactants are [CH2:1]([O:8][C:9]([N:11]1[CH2:16][CH2:15][CH2:14][CH:13]([C:17]2[CH:22]=[CH:21][C:20]([CH3:23])=[C:19]([OH:24])[CH:18]=2)[CH2:12]1)=[O:10])[C:2]1[CH:7]=[CH:6][CH:5]=[CH:4][CH:3]=1.C(=O)([O-])[O-].[Cs+].[Cs+].Br[CH2:32][C:33]([O:35][CH2:36][CH3:37])=[O:34]. The catalyst is CN(C)C=O.O. The product is [CH2:1]([O:8][C:9]([N:11]1[CH2:16][CH2:15][CH2:14][CH:13]([C:17]2[CH:22]=[CH:21][C:20]([CH3:23])=[C:19]([O:24][CH2:32][C:33]([O:35][CH2:36][CH3:37])=[O:34])[CH:18]=2)[CH2:12]1)=[O:10])[C:2]1[CH:3]=[CH:4][CH:5]=[CH:6][CH:7]=1. The yield is 0.540. (4) The reactants are [H-].[Al+3].[Li+].[H-].[H-].[H-].[Cl:7][C:8]1[CH:13]=[CH:12][C:11]([S:14]([NH:17][C@H:18]2[CH2:24][CH2:23][CH2:22][CH2:21][CH2:20][C@H:19]2[C:25](OC)=[O:26])(=[O:16])=[O:15])=[CH:10][CH:9]=1. The catalyst is O1CCCC1. The product is [Cl:7][C:8]1[CH:13]=[CH:12][C:11]([S:14]([NH:17][C@@H:18]2[CH2:24][CH2:23][CH2:22][CH2:21][CH2:20][C@@H:19]2[CH2:25][OH:26])(=[O:15])=[O:16])=[CH:10][CH:9]=1. The yield is 0.980.